This data is from Full USPTO retrosynthesis dataset with 1.9M reactions from patents (1976-2016). The task is: Predict the reactants needed to synthesize the given product. (1) Given the product [CH2:17]([NH:16][C:14](=[O:15])[NH:13][C:6]1[N:7]=[CH:8][C:9]2[C:4]([CH:5]=1)=[CH:3][C:2]([NH:1][C:22](=[O:23])[CH2:21][O:20][CH3:19])=[CH:11][C:10]=2[CH3:12])[CH3:18], predict the reactants needed to synthesize it. The reactants are: [NH2:1][C:2]1[CH:3]=[C:4]2[C:9](=[C:10]([CH3:12])[CH:11]=1)[CH:8]=[N:7][C:6]([NH:13][C:14]([NH:16][CH2:17][CH3:18])=[O:15])=[CH:5]2.[CH3:19][O:20][CH2:21][C:22](O)=[O:23]. (2) Given the product [Cl:7][C:8]1[CH:9]=[C:10]([C:22]2[C:23]([NH2:28])=[N:24][CH:25]=[CH:26][CH:27]=2)[CH:11]=[CH:12][C:13]=1[O:14][CH:15]([CH3:17])[CH3:16], predict the reactants needed to synthesize it. The reactants are: C(=O)([O-])[O-].[Na+].[Na+].[Cl:7][C:8]1[CH:9]=[C:10](B(O)O)[CH:11]=[CH:12][C:13]=1[O:14][CH:15]([CH3:17])[CH3:16].Br[C:22]1[C:23]([NH2:28])=[N:24][CH:25]=[CH:26][CH:27]=1. (3) Given the product [I:12][C:13]1[CH:14]=[C:15]2[C:20](=[CH:21][CH:22]=1)[O:19][CH2:18][CH2:17][C:16]2=[O:23], predict the reactants needed to synthesize it. The reactants are: C1C=C[NH+]=CC=1.[O-][Cr](Cl)(=O)=O.[I:12][C:13]1[CH:14]=[C:15]2[C:20](=[CH:21][CH:22]=1)[O:19][CH2:18][CH:17]=[C:16]2[OH:23]. (4) Given the product [Cl:27][CH2:28][C:29]([N:11]1[CH2:12][CH2:13][N:8]([C:6]2[CH:5]=[CH:4][C:3]([C:14]3[N:15]=[CH:16][CH:17]=[CH:18][N:19]=3)=[C:2]([F:1])[CH:7]=2)[CH2:9][CH2:10]1)=[O:30], predict the reactants needed to synthesize it. The reactants are: [F:1][C:2]1[CH:7]=[C:6]([N:8]2[CH2:13][CH2:12][NH:11][CH2:10][CH2:9]2)[CH:5]=[CH:4][C:3]=1[C:14]1[N:19]=[CH:18][CH:17]=[CH:16][N:15]=1.C(N(CC)CC)C.[Cl:27][CH2:28][C:29](Cl)=[O:30].